This data is from Full USPTO retrosynthesis dataset with 1.9M reactions from patents (1976-2016). The task is: Predict the reactants needed to synthesize the given product. Given the product [F:1][C@H:2]1[C@@H:6]([F:18])[CH2:5][CH:4]([C:8]([O:10][CH3:11])=[O:9])[CH2:3]1, predict the reactants needed to synthesize it. The reactants are: [F:1][C@H:2]1[C@H:6](O)[CH2:5][CH:4]([C:8]([O:10][CH3:11])=[O:9])[CH2:3]1.CCN(S(F)(F)[F:18])CC.N#N.